From a dataset of Full USPTO retrosynthesis dataset with 1.9M reactions from patents (1976-2016). Predict the reactants needed to synthesize the given product. (1) Given the product [ClH:2].[NH:5]1[CH2:4][CH2:3][S:8][CH2:7][C@H:6]1[C:9]([OH:11])=[O:10], predict the reactants needed to synthesize it. The reactants are: Cl.[Cl:2][CH2:3][CH2:4][NH:5][C@H:6]([C:9]([OH:11])=[O:10])[CH2:7][SH:8].C([O-])(O)=O.[Na+].O.C([O-])(O)=O.[Na+]. (2) The reactants are: [H-].[H-].[H-].[H-].[Li+].[Al+3].[CH2:7]([N:14]1[CH2:19][CH2:18][C:17]([NH:26][C:27](=O)OC)([C:20]2[CH:21]=[N:22][CH:23]=[CH:24][CH:25]=2)[CH2:16][CH2:15]1)[C:8]1[CH:13]=[CH:12][CH:11]=[CH:10][CH:9]=1. Given the product [CH2:7]([N:14]1[CH2:15][CH2:16][C:17]([C:20]2[CH:21]=[N:22][CH:23]=[CH:24][CH:25]=2)([NH:26][CH3:27])[CH2:18][CH2:19]1)[C:8]1[CH:13]=[CH:12][CH:11]=[CH:10][CH:9]=1, predict the reactants needed to synthesize it. (3) Given the product [OH:3][CH:1]([C:4]1[CH:17]=[CH:16][C:7]2[CH:8]=[C:9]([C:11]([O:13][CH2:14][CH3:15])=[O:12])[S:10][C:6]=2[CH:5]=1)[CH3:2], predict the reactants needed to synthesize it. The reactants are: [C:1]([C:4]1[CH:17]=[CH:16][C:7]2[CH:8]=[C:9]([C:11]([O:13][CH2:14][CH3:15])=[O:12])[S:10][C:6]=2[CH:5]=1)(=[O:3])[CH3:2].[BH4-].[Na+]. (4) Given the product [CH3:1][O:2][C:3]1[CH:11]=[CH:10][C:6]([C:7]([NH:42][C:38]([CH3:39])([C:40]#[CH:41])[CH3:37])=[O:9])=[C:5]([NH:12][CH2:13][CH2:14][CH3:15])[CH:4]=1, predict the reactants needed to synthesize it. The reactants are: [CH3:1][O:2][C:3]1[CH:11]=[CH:10][C:6]([C:7]([OH:9])=O)=[C:5]([NH:12][CH2:13][CH2:14][CH3:15])[CH:4]=1.CCN=C=NCCCN(C)C.C1C=CC2N(O)N=NC=2C=1.[CH3:37][C:38]([NH2:42])([C:40]#[CH:41])[CH3:39]. (5) The reactants are: [Cl:1][CH2:2][CH:3]([C:5]1[CH:10]=[CH:9][CH:8]=[CH:7][CH:6]=1)[OH:4].[CH3:11][C:12]1[N:13]=[CH:14][S:15][C:16]=1[CH3:17]. Given the product [Cl-:1].[C:5]1([CH:3]([OH:4])[CH2:2][N+:13]2[C:12]([CH3:11])=[C:16]([CH3:17])[S:15][CH:14]=2)[CH:10]=[CH:9][CH:8]=[CH:7][CH:6]=1, predict the reactants needed to synthesize it.